Task: Predict the reactants needed to synthesize the given product.. Dataset: Full USPTO retrosynthesis dataset with 1.9M reactions from patents (1976-2016) (1) Given the product [C:3]([C:5]1[CH:10]=[CH:9][C:8]([C:11]([CH3:12])([CH3:15])[C:20]#[N:17])=[CH:7][CH:6]=1)#[N:4], predict the reactants needed to synthesize it. The reactants are: [H-].[Na+].[C:3]([C:5]1[CH:10]=[CH:9][C:8]([CH2:11][C:12]#N)=[CH:7][CH:6]=1)#[N:4].I[CH3:15].C[N:17]([CH3:20])C=O. (2) Given the product [Cl:31][C:24]1[CH:23]=[C:22](/[CH:21]=[C:17]2/[C:18](=[O:20])[N:19]3[CH:12]=[C:11]([C:8]4[CH:9]=[CH:10][C:5]([O:4][CH2:3][CH2:2][F:1])=[CH:6][CH:7]=4)[N:14]=[C:15]3[S:16]/2)[CH:27]=[C:26]([O:28][CH3:29])[C:25]=1[OH:30], predict the reactants needed to synthesize it. The reactants are: [F:1][CH2:2][CH2:3][O:4][C:5]1[CH:10]=[CH:9][C:8]([C:11](=O)[CH3:12])=[CH:7][CH:6]=1.[NH2:14][C:15]1[S:16]/[C:17](=[CH:21]\[C:22]2[CH:27]=[C:26]([O:28][CH3:29])[C:25]([OH:30])=[C:24]([Cl:31])[CH:23]=2)/[C:18](=[O:20])[N:19]=1. (3) Given the product [CH3:29][O:30][C:31]([NH:33][C:34]1[NH:26][C:3]2[CH:4]=[C:5]([C:8]3[CH:9]=[CH:10][C:11]4[O:17][CH2:16][CH2:15][N:14]([C:18]([O:20][C:21]([CH3:24])([CH3:23])[CH3:22])=[O:19])[CH2:13][C:12]=4[CH:25]=3)[CH:6]=[CH:7][C:2]=2[N:1]=1)=[O:32], predict the reactants needed to synthesize it. The reactants are: [NH2:1][C:2]1[CH:7]=[CH:6][C:5]([C:8]2[CH:9]=[CH:10][C:11]3[O:17][CH2:16][CH2:15][N:14]([C:18]([O:20][C:21]([CH3:24])([CH3:23])[CH3:22])=[O:19])[CH2:13][C:12]=3[CH:25]=2)=[CH:4][C:3]=1[N+:26]([O-])=O.[CH3:29][O:30][C:31]([NH:33][C:34](=NC(OC)=O)SC)=[O:32]. (4) Given the product [CH3:1][C:2]1[CH:3]=[C:4]([C:5]([N:16]2[CH2:17][CH2:19][CH2:22][CH2:20]2)=[O:7])[CH:8]=[CH:9][C:10]=1[N+:11]([O-:13])=[O:12], predict the reactants needed to synthesize it. The reactants are: [CH3:1][C:2]1[CH:3]=[C:4]([CH:8]=[CH:9][C:10]=1[N+:11]([O-:13])=[O:12])[C:5]([OH:7])=O.CC[N:16]([CH:20]([CH3:22])C)[CH:17]([CH3:19])C.C1C=CC2N(O)N=NC=2C=1.C(Cl)CCl.N1CCCC1. (5) Given the product [OH:9][CH:2]1[CH2:1][C:4]2([CH2:7][C:6](=[O:8])[CH2:5]2)[CH2:3]1, predict the reactants needed to synthesize it. The reactants are: [CH2:1]1[C:4]2([CH2:7][C:6](=[O:8])[CH2:5]2)[CH2:3][C:2]1=[O:9].[BH4-].[Na+].